Dataset: Full USPTO retrosynthesis dataset with 1.9M reactions from patents (1976-2016). Task: Predict the reactants needed to synthesize the given product. (1) Given the product [Br:1][C:2]1[N:3]=[C:4]([Cl:16])[C:5]([NH:8][NH2:9])=[N:6][CH:7]=1, predict the reactants needed to synthesize it. The reactants are: [Br:1][C:2]1[N:3]=[C:4]([Cl:16])[C:5]([NH:8][NH:9]C(=O)C(F)(F)F)=[N:6][CH:7]=1.Cl. (2) Given the product [CH3:18][N:19]1[CH2:24][CH2:23][CH:22]([O:25][C:7]2[CH:8]=[C:9]([NH2:17])[CH:10]=[C:11]([C:13]([F:14])([F:15])[F:16])[CH:12]=2)[CH2:21][CH2:20]1, predict the reactants needed to synthesize it. The reactants are: CC1N=CN([C:7]2[CH:8]=[C:9]([NH2:17])[CH:10]=[C:11]([C:13]([F:16])([F:15])[F:14])[CH:12]=2)C=1.[CH3:18][N:19]1[CH2:24][CH2:23][CH:22]([OH:25])[CH2:21][CH2:20]1. (3) Given the product [NH2:22][C@@H:23]([CH2:26][CH3:27])[CH2:24][N:12]1[CH:13]=[CH:14][C:10]([C:8]2[CH:7]=[CH:6][C:3]([C:4]#[N:5])=[C:2]([Cl:1])[CH:9]=2)=[N:11]1, predict the reactants needed to synthesize it. The reactants are: [Cl:1][C:2]1[CH:9]=[C:8]([C:10]2[CH:14]=[CH:13][NH:12][N:11]=2)[CH:7]=[CH:6][C:3]=1[C:4]#[N:5].C([NH:22][C@@H:23]([CH2:26][CH3:27])[CH2:24]O)(OC(C)(C)C)=O.C1(P(C2C=CC=CC=2)C2C=CC=CC=2)C=CC=CC=1.CC(OC(/N=N/C(OC(C)C)=O)=O)C.